From a dataset of Reaction yield outcomes from USPTO patents with 853,638 reactions. Predict the reaction yield, written as a fraction of the theoretical maximum amount of product (1.0 means a 100% yield; for example, 0.34 means a 34% yield). (1) The reactants are [Na].[N:2]1([CH2:8][CH2:9][CH2:10][OH:11])[CH2:7][CH2:6][O:5][CH2:4][CH2:3]1.[Cl:12][C:13]1[CH:14]=[C:15]([NH:21][C:22]2[C:31]3[C:26](=[CH:27][C:28](F)=[C:29]([N+:32]([O-:34])=[O:33])[CH:30]=3)[N:25]=[CH:24][N:23]=2)[C:16]([F:20])=[CH:17][C:18]=1[Cl:19]. The catalyst is C1COCC1. The product is [Cl:12][C:13]1[CH:14]=[C:15]([NH:21][C:22]2[C:31]3[C:26](=[CH:27][C:28]([O:11][CH2:10][CH2:9][CH2:8][N:2]4[CH2:7][CH2:6][O:5][CH2:4][CH2:3]4)=[C:29]([N+:32]([O-:34])=[O:33])[CH:30]=3)[N:25]=[CH:24][N:23]=2)[C:16]([F:20])=[CH:17][C:18]=1[Cl:19]. The yield is 0.720. (2) The reactants are F[C:2]1[CH:3]=[C:4]2[C:9](=[CH:10][C:11]=1[N+:12]([O-:14])=[O:13])[NH:8][C:7](=[O:15])[N:6]([NH:16][S:17]([CH3:20])(=[O:19])=[O:18])[C:5]2=[O:21].[NH2:22][CH:23]([CH2:26][C:27]1[C:35]2[C:30](=[CH:31][CH:32]=[CH:33][CH:34]=2)[NH:29][CH:28]=1)[CH2:24][OH:25]. No catalyst specified. The product is [OH:25][CH2:24][CH:23]([NH:22][C:2]1[CH:3]=[C:4]2[C:9](=[CH:10][C:11]=1[N+:12]([O-:14])=[O:13])[NH:8][C:7](=[O:15])[N:6]([NH:16][S:17]([CH3:20])(=[O:19])=[O:18])[C:5]2=[O:21])[CH2:26][C:27]1[C:35]2[C:30](=[CH:31][CH:32]=[CH:33][CH:34]=2)[NH:29][CH:28]=1. The yield is 0.330. (3) The reactants are [O:1]1[C:5]2[CH:6]=[CH:7][C:8]([OH:10])=[CH:9][C:4]=2[O:3][CH2:2]1.C([Mg]Cl)(C)C.[F:16][C:17]([F:30])([F:29])[C:18]1[CH:19]=[CH:20][CH:21]=[C:22]2[C:26]=1[NH:25][C:24](=[O:27])[C:23]2=[O:28]. The catalyst is O1CCCC1. The product is [OH:28][C:23]1([C:7]2[C:8]([OH:10])=[CH:9][C:4]3[O:3][CH2:2][O:1][C:5]=3[CH:6]=2)[C:22]2[C:26](=[C:18]([C:17]([F:16])([F:29])[F:30])[CH:19]=[CH:20][CH:21]=2)[NH:25][C:24]1=[O:27]. The yield is 0.830. (4) The reactants are [N+:1]([C:4]1[CH:12]=[CH:11][C:7]([C:8](Cl)=[O:9])=[CH:6][CH:5]=1)([O-:3])=[O:2].[OH:13][C@H:14]1[C:18]2[N:19]=[CH:20][N:21]=[C:22]([N:23]3[CH2:28][CH2:27][N:26]([C:29]([O:31][C:32]([CH3:35])([CH3:34])[CH3:33])=[O:30])[CH2:25][CH2:24]3)[C:17]=2[C@H:16]([CH3:36])[CH2:15]1.C(N(CC)CC)C.C([O-])(O)=O.[Na+]. The catalyst is C(Cl)Cl. The product is [CH3:36][C@H:16]1[C:17]2[C:22]([N:23]3[CH2:28][CH2:27][N:26]([C:29]([O:31][C:32]([CH3:35])([CH3:34])[CH3:33])=[O:30])[CH2:25][CH2:24]3)=[N:21][CH:20]=[N:19][C:18]=2[C@H:14]([O:13][C:8](=[O:9])[C:7]2[CH:6]=[CH:5][C:4]([N+:1]([O-:3])=[O:2])=[CH:12][CH:11]=2)[CH2:15]1. The yield is 0.845. (5) The reactants are CN(C)[CH:3]=[O:4].P(Cl)(Cl)(Cl)=O.[Cl:11][C:12]1[N:17]2[N:18]=[C:19]([C:21]3[CH:26]=[CH:25][C:24]([F:27])=[CH:23][CH:22]=3)[CH:20]=[C:16]2[CH:15]=[CH:14][CH:13]=1.O. The catalyst is ClCCl. The product is [Cl:11][C:12]1[N:17]2[N:18]=[C:19]([C:21]3[CH:26]=[CH:25][C:24]([F:27])=[CH:23][CH:22]=3)[C:20]([CH:3]=[O:4])=[C:16]2[CH:15]=[CH:14][CH:13]=1. The yield is 0.950. (6) The reactants are [N:1]([CH2:4][CH2:5][CH2:6][NH:7][C:8]1[C:9]([C:13]2[N:17]([C:18]3[CH:23]=[CH:22][C:21]([F:24])=[C:20]([Br:25])[CH:19]=3)[C:16](=[O:26])[O:15][N:14]=2)=[N:10][O:11][N:12]=1)=[N+]=[N-].[I-:27].[Na+].Cl[Si](C)(C)C.S([O-])([O-])(=O)=S.[Na+].[Na+]. The catalyst is CO.O. The product is [IH:27].[NH2:1][CH2:4][CH2:5][CH2:6][NH:7][C:8]1[C:9]([C:13]2[N:17]([C:18]3[CH:23]=[CH:22][C:21]([F:24])=[C:20]([Br:25])[CH:19]=3)[C:16](=[O:26])[O:15][N:14]=2)=[N:10][O:11][N:12]=1. The yield is 0.930. (7) The reactants are [CH3:1][C@@H:2]1[CH2:6][CH2:5][CH2:4][N:3]1[CH:7]1[CH2:11][CH2:10][N:9]([C:12]2[CH:17]=[CH:16][C:15]([N+:18]([O-])=O)=[C:14]([CH3:21])[CH:13]=2)[CH2:8]1.[H][H]. The catalyst is CO.C(Cl)Cl.[Pd]. The product is [CH3:21][C:14]1[CH:13]=[C:12]([N:9]2[CH2:10][CH2:11][CH:7]([N:3]3[CH2:4][CH2:5][CH2:6][C@H:2]3[CH3:1])[CH2:8]2)[CH:17]=[CH:16][C:15]=1[NH2:18]. The yield is 1.00. (8) The reactants are [CH:1]1([N:6]2[C:10]3[N:11]=[C:12]([NH:15][C:16]4[CH:21]=[CH:20][C:19]([N:22]5[C:29](=[O:30])[CH2:28][C@@H:27]6[NH:31][C@@H:24]([CH2:25][CH2:26]6)[CH2:23]5)=[CH:18][N:17]=4)[N:13]=[CH:14][C:9]=3[CH:8]=[C:7]2[C:32]([N:34]([CH3:36])[CH3:35])=[O:33])[CH2:5][CH2:4][CH2:3][CH2:2]1.[CH3:37][S:38](Cl)(=[O:40])=[O:39].C(N(C(C)C)CC)(C)C.C(Cl)Cl. The catalyst is CCOC(C)=O. The product is [CH:1]1([N:6]2[C:10]3[N:11]=[C:12]([NH:15][C:16]4[CH:21]=[CH:20][C:19]([N:22]5[C:29](=[O:30])[CH2:28][C@@H:27]6[N:31]([S:38]([CH3:37])(=[O:40])=[O:39])[C@@H:24]([CH2:25][CH2:26]6)[CH2:23]5)=[CH:18][N:17]=4)[N:13]=[CH:14][C:9]=3[CH:8]=[C:7]2[C:32]([N:34]([CH3:36])[CH3:35])=[O:33])[CH2:2][CH2:3][CH2:4][CH2:5]1. The yield is 0.440.